Dataset: Reaction yield outcomes from USPTO patents with 853,638 reactions. Task: Predict the reaction yield, written as a fraction of the theoretical maximum amount of product (1.0 means a 100% yield; for example, 0.34 means a 34% yield). (1) The yield is 0.370. The catalyst is CN(C)C=O. The reactants are [F:1][C:2]([F:16])([F:15])[C:3]1[CH:14]=[CH:13][C:6]([CH2:7][CH:8]([C:11]#[N:12])[C:9]#[N:10])=[CH:5][CH:4]=1.[H-].[Na+].[Cl:19][C:20]([Cl:24])=[CH:21][CH2:22]Cl. The product is [Cl:19][C:20]([Cl:24])=[CH:21][CH2:22][C:8]([CH2:7][C:6]1[CH:5]=[CH:4][C:3]([C:2]([F:15])([F:16])[F:1])=[CH:14][CH:13]=1)([C:11]#[N:12])[C:9]#[N:10]. (2) The reactants are [CH2:1]([O:3][P:4]([NH:9][C@H:10]1[C@H:15]([F:16])[CH2:14][CH2:13][N:12](C(OCC2C=CC=CC=2)=O)[CH2:11]1)([O:6][CH2:7][CH3:8])=[O:5])[CH3:2].[H][H]. The catalyst is CO.[Pd]. The product is [F:16][C@@H:15]1[CH2:14][CH2:13][NH:12][CH2:11][C@H:10]1[NH:9][P:4](=[O:5])([O:6][CH2:7][CH3:8])[O:3][CH2:1][CH3:2]. The yield is 0.990. (3) The reactants are [CH3:1][N:2]([CH3:18])[CH:3]1[CH2:7][CH2:6][N:5]([C:8]2[O:9][C:10]3[CH:16]=[CH:15][C:14]([NH2:17])=[CH:13][C:11]=3[N:12]=2)[CH2:4]1.[F:19][C:20]1[CH:25]=[CH:24][C:23]([C:26]2[CH:34]=[CH:33][C:29]([C:30](O)=[O:31])=[CH:28][CH:27]=2)=[CH:22][CH:21]=1.CN(C(ON1N=NC2C=CC=NC1=2)=[N+](C)C)C.F[P-](F)(F)(F)(F)F.CCN(C(C)C)C(C)C. The catalyst is C(Cl)Cl. The product is [CH3:1][N:2]([CH3:18])[CH:3]1[CH2:7][CH2:6][N:5]([C:8]2[O:9][C:10]3[CH:16]=[CH:15][C:14]([NH:17][C:30]([C:29]4[CH:28]=[CH:27][C:26]([C:23]5[CH:24]=[CH:25][C:20]([F:19])=[CH:21][CH:22]=5)=[CH:34][CH:33]=4)=[O:31])=[CH:13][C:11]=3[N:12]=2)[CH2:4]1. The yield is 0.650. (4) The reactants are [C:1](=[O:19])([O:12][CH:13]1[CH2:18][CH2:17][O:16][CH2:15][CH2:14]1)OC1C=CC([N+]([O-])=O)=CC=1.[NH2:20][CH2:21][C@H:22]1[CH2:27][CH2:26][C@H:25]([CH2:28][NH:29][C:30]([C:32]2[C:41]3[C:36](=[CH:37][CH:38]=[CH:39][CH:40]=3)[N:35]=[C:34]([C:42]3[CH:43]=[N:44][C:45]([N:48]4[CH2:53][CH2:52][N:51]([CH3:54])[CH2:50][CH2:49]4)=[CH:46][CH:47]=3)[CH:33]=2)=[O:31])[CH2:24][CH2:23]1. The catalyst is C1COCC1.CS(C)=O. The product is [CH3:54][N:51]1[CH2:50][CH2:49][N:48]([C:45]2[N:44]=[CH:43][C:42]([C:34]3[CH:33]=[C:32]([C:30]([NH:29][CH2:28][C@H:25]4[CH2:26][CH2:27][C@H:22]([CH2:21][NH:20][C:1](=[O:19])[O:12][CH:13]5[CH2:14][CH2:15][O:16][CH2:17][CH2:18]5)[CH2:23][CH2:24]4)=[O:31])[C:41]4[C:36](=[CH:37][CH:38]=[CH:39][CH:40]=4)[N:35]=3)=[CH:47][CH:46]=2)[CH2:53][CH2:52]1. The yield is 0.110. (5) The reactants are Cl[C:2]1[CH:7]=[CH:6][N:5]=[C:4]2[N:8]([CH2:12][O:13][CH2:14][CH2:15][Si:16]([CH3:19])([CH3:18])[CH3:17])[CH:9]=[C:10]([I:11])[C:3]=12.[CH3:20][N:21]1[CH2:26][CH2:25][NH:24][CH2:23][CH2:22]1. No catalyst specified. The product is [I:11][C:10]1[C:3]2[C:4](=[N:5][CH:6]=[CH:7][C:2]=2[N:24]2[CH2:25][CH2:26][N:21]([CH3:20])[CH2:22][CH2:23]2)[N:8]([CH2:12][O:13][CH2:14][CH2:15][Si:16]([CH3:19])([CH3:18])[CH3:17])[CH:9]=1. The yield is 0.480. (6) The reactants are [C:1]([C:5]1[CH:37]=[CH:36][C:8]([CH2:9][N:10]([CH2:34][CH3:35])[C:11](=[O:33])[CH2:12][O:13][C:14]2[CH:19]=[CH:18][C:17]([CH2:20][CH2:21][O:22][C:23]3[CH:32]=[CH:31][CH:30]=[CH:29][C:24]=3[C:25]([O:27]C)=[O:26])=[CH:16][CH:15]=2)=[CH:7][CH:6]=1)([CH3:4])([CH3:3])[CH3:2].O. The catalyst is C1COCC1. The product is [C:1]([C:5]1[CH:6]=[CH:7][C:8]([CH2:9][N:10]([CH2:34][CH3:35])[C:11](=[O:33])[CH2:12][O:13][C:14]2[CH:19]=[CH:18][C:17]([CH2:20][CH2:21][O:22][C:23]3[CH:32]=[CH:31][CH:30]=[CH:29][C:24]=3[C:25]([OH:27])=[O:26])=[CH:16][CH:15]=2)=[CH:36][CH:37]=1)([CH3:3])([CH3:2])[CH3:4]. The yield is 0.732. (7) The catalyst is C(Cl)Cl. The reactants are [C:1](OC(=O)C)(=[O:3])[CH3:2].[NH2:8][C:9]1[N:14]=[C:13]([C:15]#[C:16][C:17]2[C:18]([NH:23][C:24]3[CH:29]=[CH:28][C:27]([O:30][CH2:31][C:32]4[CH:37]=[CH:36][CH:35]=[C:34]([F:38])[CH:33]=4)=[C:26]([Cl:39])[CH:25]=3)=[N:19][CH:20]=[N:21][CH:22]=2)[CH:12]=[CH:11][CH:10]=1.C([O-])(O)=O.[Na+]. The yield is 0.700. The product is [Cl:39][C:26]1[CH:25]=[C:24]([CH:29]=[CH:28][C:27]=1[O:30][CH2:31][C:32]1[CH:37]=[CH:36][CH:35]=[C:34]([F:38])[CH:33]=1)[NH:23][C:18]1[C:17]([C:16]#[C:15][C:13]2[N:14]=[C:9]([NH:8][C:1](=[O:3])[CH3:2])[CH:10]=[CH:11][CH:12]=2)=[CH:22][N:21]=[CH:20][N:19]=1.